From a dataset of Catalyst prediction with 721,799 reactions and 888 catalyst types from USPTO. Predict which catalyst facilitates the given reaction. (1) Reactant: [OH:1][C:2]1[CH:3]=[C:4]([CH:7]=[CH:8][CH:9]=1)[C:5]#[N:6].Br[CH:11]([CH2:17][CH2:18][CH3:19])[C:12]([O:14][CH2:15][CH3:16])=[O:13].C(=O)([O-])[O-].[Cs+].[Cs+]. Product: [C:5]([C:4]1[CH:3]=[C:2]([CH:9]=[CH:8][CH:7]=1)[O:1][CH:11]([CH2:17][CH2:18][CH3:19])[C:12]([O:14][CH2:15][CH3:16])=[O:13])#[N:6]. The catalyst class is: 10. (2) Reactant: [CH:1]1([C:4]2[S:5][C:6]([C:12]3[CH:17]=[CH:16][CH:15]=[CH:14][C:13]=3[F:18])=[C:7]([C:9]([OH:11])=O)[N:8]=2)[CH2:3][CH2:2]1.CN(C(ON1N=NC2C=CC=CC1=2)=[N+](C)C)C.[B-](F)(F)(F)F.CCN(C(C)C)C(C)C.[C:50]([O:54][C:55](=[O:64])[NH:56][CH2:57][C@@H:58]1[CH2:63][CH2:62][CH2:61][CH2:60][NH:59]1)([CH3:53])([CH3:52])[CH3:51]. Product: [C:50]([O:54][C:55](=[O:64])[NH:56][CH2:57][C@@H:58]1[CH2:63][CH2:62][CH2:61][CH2:60][N:59]1[C:9]([C:7]1[N:8]=[C:4]([CH:1]2[CH2:2][CH2:3]2)[S:5][C:6]=1[C:12]1[CH:17]=[CH:16][CH:15]=[CH:14][C:13]=1[F:18])=[O:11])([CH3:53])([CH3:51])[CH3:52]. The catalyst class is: 496. (3) Reactant: [NH:1](C(OC(C)(C)C)=O)[CH2:2][C:3]([NH:5][CH2:6][C:7]([NH:9][C@H:10]([C:15]([OH:17])=[O:16])[CH2:11][CH:12]([CH3:14])[CH3:13])=[O:8])=[O:4].[CH3:25][N:26]1[C@@H:43]2[CH2:44][C:31]3[CH:32]=[CH:33][C:34]([O:45][CH3:46])=[C:35]4[O:36][C@H:37]5[C:38]([CH2:40][CH2:41][C@@H:42]2[C@:29]5([C:30]=34)[CH2:28][CH2:27]1)=[O:39].Cl. Product: [CH3:14][CH:12]([CH2:11][C@H:10]([NH:9][C:7]([CH2:6][NH:5][C:3]([CH2:2][NH2:1])=[O:4])=[O:8])[C:15]([OH:17])=[O:16])[CH3:13].[CH3:25][N:26]1[C@@H:43]2[CH2:44][C:31]3[CH:32]=[CH:33][C:34]([O:45][CH3:46])=[C:35]4[O:36][C@H:37]5[C:38]([CH2:40][CH2:41][C@@H:42]2[C@:29]5([C:30]=34)[CH2:28][CH2:27]1)=[O:39]. The catalyst class is: 12.